Dataset: Forward reaction prediction with 1.9M reactions from USPTO patents (1976-2016). Task: Predict the product of the given reaction. (1) Given the reactants [NH2:1][C:2]1[C:7]([C:8]#N)=[C:6]([CH:10]2[CH2:15][CH2:14][CH2:13][N:12]([C:16]([O:18][C:19]([CH3:22])([CH3:21])[CH3:20])=[O:17])[CH2:11]2)[CH:5]=[C:4]([C:23]2[C:28]([O:29][CH2:30][C:31]3[CH:36]=[CH:35][C:34]([O:37][CH3:38])=[CH:33][CH:32]=3)=[CH:27][CH:26]=[CH:25][C:24]=2[O:39][CH2:40][CH:41]2[CH2:43][CH2:42]2)N=1.S([O-])([O-])(=O)=O.[NH4+:49].[NH4+:50].[NH3:51].[CH:52](OCC)(OCC)OCC, predict the reaction product. The product is: [NH2:49]/[CH:52]=[N:50]/[C:8]1[C:7]([C:2]#[N:1])=[C:6]([CH:10]2[CH2:15][CH2:14][CH2:13][N:12]([C:16]([O:18][C:19]([CH3:22])([CH3:21])[CH3:20])=[O:17])[CH2:11]2)[CH:5]=[C:4]([C:23]2[C:28]([O:29][CH2:30][C:31]3[CH:36]=[CH:35][C:34]([O:37][CH3:38])=[CH:33][CH:32]=3)=[CH:27][CH:26]=[CH:25][C:24]=2[O:39][CH2:40][CH:41]2[CH2:43][CH2:42]2)[N:51]=1. (2) Given the reactants Cl[C:2]1[N:3]=[C:4]2[C:9](=[CH:10][CH:11]=1)[N:8]=[CH:7][C:6]1[CH:12]=[CH:13][C:14](=[O:26])[N:15]([C:16]3[CH:21]=[CH:20][CH:19]=[C:18]([C:22]([F:25])([F:24])[F:23])[CH:17]=3)[C:5]2=1.[CH3:27][O:28][C:29]1[CH:30]=[N:31][CH:32]=[C:33](B2OC(C)(C)C(C)(C)O2)[CH:34]=1.CC1(C)C(C)(C)OB(C2C=CC(N)=NC=2)O1, predict the reaction product. The product is: [CH3:27][O:28][C:29]1[CH:34]=[C:33]([C:2]2[N:3]=[C:4]3[C:9](=[CH:10][CH:11]=2)[N:8]=[CH:7][C:6]2[CH:12]=[CH:13][C:14](=[O:26])[N:15]([C:16]4[CH:21]=[CH:20][CH:19]=[C:18]([C:22]([F:23])([F:24])[F:25])[CH:17]=4)[C:5]3=2)[CH:32]=[N:31][CH:30]=1. (3) The product is: [CH3:36][O:37][C:38](=[O:53])[C:39]1[CH:44]=[C:43]([N:45]2[CH2:50][CH2:49][O:48][CH2:47][C:46]2=[O:51])[CH:42]=[CH:41][C:40]=1[NH:52][C:12](=[O:14])[CH2:11][CH2:10][NH:9][C:7]([C:5]1[S:6][C:2]([Cl:1])=[CH:3][CH:4]=1)=[O:8]. Given the reactants [Cl:1][C:2]1[S:6][C:5]([C:7]([NH:9][CH2:10][CH2:11][C:12]([OH:14])=O)=[O:8])=[CH:4][CH:3]=1.CC1C=C(C)C=C(C)N=1.ClC(Cl)(OC(=O)OC(Cl)(Cl)Cl)Cl.[CH3:36][O:37][C:38](=[O:53])[C:39]1[CH:44]=[C:43]([N:45]2[CH2:50][CH2:49][O:48][CH2:47][C:46]2=[O:51])[CH:42]=[CH:41][C:40]=1[NH2:52], predict the reaction product. (4) The product is: [NH2:9][C@H:8]1[C@H:2]([F:1])[CH2:3][O:4][C@H:5]([C:17]2[N:21]([CH3:22])[N:20]=[CH:19][C:18]=2[NH:23][C:45](=[O:46])[C:43]2[CH:42]=[CH:41][C:40]([F:48])=[C:39]([C:28]3[C:29]([F:38])=[CH:30][C:31]([C:33]4([OH:37])[CH2:36][O:35][CH2:34]4)=[CH:32][C:27]=3[F:26])[N:44]=2)[CH2:6][CH2:7]1. Given the reactants [F:1][C@H:2]1[C@H:8]([NH:9]C(=O)OC(C)(C)C)[CH2:7][CH2:6][C@@H:5]([C:17]2[N:21]([CH3:22])[N:20]=[CH:19][C:18]=2[N+:23]([O-])=O)[O:4][CH2:3]1.[F:26][C:27]1[CH:32]=[C:31]([C:33]2([OH:37])[CH2:36][O:35][CH2:34]2)[CH:30]=[C:29]([F:38])[C:28]=1[C:39]1[N:44]=[C:43]([C:45](O)=[O:46])[CH:42]=[CH:41][C:40]=1[F:48], predict the reaction product. (5) Given the reactants [F:1][C:2]1[CH:7]=[CH:6][C:5]([NH:8][C:9]([N:11]2[C:19]3[C:14](=[CH:15][C:16]([O:20][C:21]4[CH:26]=[C:25]([CH2:27][NH2:28])[N:24]=[CH:23][N:22]=4)=[CH:17][CH:18]=3)[CH:13]=[CH:12]2)=[O:10])=[CH:4][C:3]=1[C:29]([F:32])([F:31])[F:30].CCN(C(C)C)C(C)C.[Br:42][CH2:43][CH2:44][CH2:45][C:46](Cl)=[O:47], predict the reaction product. The product is: [F:1][C:2]1[CH:7]=[CH:6][C:5]([NH:8][C:9]([N:11]2[C:19]3[C:14](=[CH:15][C:16]([O:20][C:21]4[CH:26]=[C:25]([CH2:27][NH:28][C:46](=[O:47])[CH2:45][CH2:44][CH2:43][Br:42])[N:24]=[CH:23][N:22]=4)=[CH:17][CH:18]=3)[CH:13]=[CH:12]2)=[O:10])=[CH:4][C:3]=1[C:29]([F:30])([F:31])[F:32]. (6) The product is: [Cl:1][C:2]1[CH:3]=[C:4]([NH:9][C:10]2[C:11]3[C:18](=[CH:20][C:22]4[NH:23][C:24]([CH:32]([CH3:34])[CH3:33])=[CH:25][C:26]=4[CH2:27][CH2:28][C:29]([OH:31])=[O:30])[C:17](=[O:19])[NH:16][C:12]=3[N:13]=[CH:14][N:15]=2)[CH:5]=[CH:6][C:7]=1[F:8]. Given the reactants [Cl:1][C:2]1[CH:3]=[C:4]([NH:9][C:10]2[C:11]3[CH2:18][C:17](=[O:19])[NH:16][C:12]=3[N:13]=[CH:14][N:15]=2)[CH:5]=[CH:6][C:7]=1[F:8].[CH:20]([C:22]1[NH:23][C:24]([CH:32]([CH3:34])[CH3:33])=[CH:25][C:26]=1[CH2:27][CH2:28][C:29]([OH:31])=[O:30])=O, predict the reaction product. (7) The product is: [CH3:1][N:2]1[C:6]2=[N:7][CH:8]=[CH:9][CH:10]=[C:5]2[C:4](/[CH:11]=[CH:16]/[N+:13]([O-:15])=[O:14])=[CH:3]1. Given the reactants [CH3:1][N:2]1[C:6]2=[N:7][CH:8]=[CH:9][CH:10]=[C:5]2[C:4]([CH:11]=O)=[CH:3]1.[N+:13]([CH3:16])([O-:15])=[O:14], predict the reaction product. (8) Given the reactants [CH3:1][C:2]1[CH:7]=[CH:6][N:5]=[CH:4][C:3]=1[N:8]1[CH2:12][CH2:11][N:10]([C:13]2[CH:29]=[CH:28][C:16]3[N:17](COCC[Si](C)(C)C)[CH:18]=[N:19][C:15]=3[CH:14]=2)[C:9]1=[O:30].CO, predict the reaction product. The product is: [NH:17]1[C:16]2[CH:28]=[CH:29][C:13]([N:10]3[CH2:11][CH2:12][N:8]([C:3]4[CH:4]=[N:5][CH:6]=[CH:7][C:2]=4[CH3:1])[C:9]3=[O:30])=[CH:14][C:15]=2[N:19]=[CH:18]1.